Dataset: Forward reaction prediction with 1.9M reactions from USPTO patents (1976-2016). Task: Predict the product of the given reaction. (1) Given the reactants C([Si](C)(C)[O:6][CH2:7][CH2:8][N:9]([C:38]#[N:39])[C:10]1[CH:15]=[CH:14][C:13]([NH:16][C:17]([C:19]2[CH:24]=[C:23]([N:25]([CH3:27])[CH3:26])[C:22]([CH3:28])=[CH:21][C:20]=2[NH:29][C:30]([C:32]2[S:33][C:34]([Cl:37])=[CH:35][CH:36]=2)=[O:31])=[O:18])=[CH:12][CH:11]=1)(C)(C)C.[CH3:42][S:43]([OH:46])(=[O:45])=[O:44], predict the reaction product. The product is: [CH3:42][S:43]([OH:46])(=[O:45])=[O:44].[Cl:37][C:34]1[S:33][C:32]([C:30]([NH:29][C:20]2[CH:21]=[C:22]([CH3:28])[C:23]([N:25]([CH3:26])[CH3:27])=[CH:24][C:19]=2[C:17]([NH:16][C:13]2[CH:14]=[CH:15][C:10]([N:9]3[CH2:8][CH2:7][O:6][C:38]3=[NH:39])=[CH:11][CH:12]=2)=[O:18])=[O:31])=[CH:36][CH:35]=1. (2) Given the reactants C[Al](C)C.C[O:6][C:7](=O)[CH:8]([N:17]1[C:21]([CH2:22][CH2:23][NH:24][CH2:25][C:26]2[CH:31]=[CH:30][C:29]([F:32])=[CH:28][CH:27]=2)=[CH:20][N:19]=[CH:18]1)[C:9]1[CH:14]=[CH:13][CH:12]=[CH:11][C:10]=1[O:15][CH3:16], predict the reaction product. The product is: [F:32][C:29]1[CH:28]=[CH:27][C:26]([CH2:25][N:24]2[CH2:23][CH2:22][C:21]3[N:17]([CH:18]=[N:19][CH:20]=3)[CH:8]([C:9]3[CH:14]=[CH:13][CH:12]=[CH:11][C:10]=3[O:15][CH3:16])[C:7]2=[O:6])=[CH:31][CH:30]=1. (3) The product is: [Cl:1][C:2]1[C:3]([CH3:31])=[C:4]([CH:20]2[O:30][CH2:27][C:26](=[O:29])[N:22]([CH:23]([CH3:24])[CH3:25])[CH2:21]2)[C:5]([O:18][CH3:19])=[C:6]([CH:8]([NH:10][C:11](=[O:17])[O:12][C:13]([CH3:16])([CH3:14])[CH3:15])[CH3:9])[CH:7]=1. Given the reactants [Cl:1][C:2]1[C:3]([CH3:31])=[C:4]([CH:20]([OH:30])[CH2:21][N:22]([C:26](=[O:29])[CH2:27]Cl)[CH:23]([CH3:25])[CH3:24])[C:5]([O:18][CH3:19])=[C:6]([CH:8]([NH:10][C:11](=[O:17])[O:12][C:13]([CH3:16])([CH3:15])[CH3:14])[CH3:9])[CH:7]=1.[H-].[Na+], predict the reaction product. (4) Given the reactants [NH2:1][C:2]1[C:7]([Br:8])=[CH:6][C:5]([CH3:9])=[CH:4][N:3]=1.[O:10]1[CH:14]=[CH:13][CH:12]=[C:11]1[CH:15]1[CH2:20][C:19](=O)[CH2:18][C:17](=[O:22])[CH2:16]1.O.C1(C)C=CC(S(O)(=O)=O)=CC=1.C(=O)(O)[O-].[Na+], predict the reaction product. The product is: [Br:8][C:7]1[C:2]([NH:1][C:19]2[CH2:20][CH:15]([C:11]3[O:10][CH:14]=[CH:13][CH:12]=3)[CH2:16][C:17](=[O:22])[CH:18]=2)=[N:3][CH:4]=[C:5]([CH3:9])[CH:6]=1. (5) Given the reactants [C:1]([C:4]1[C:5]([NH:14][C:15]2[C:20]([F:21])=[CH:19][C:18]([N:22]3[CH2:27][CH2:26][N:25]([C:28]([O:30][C:31]([CH3:34])([CH3:33])[CH3:32])=[O:29])[CH2:24][CH2:23]3)=[C:17]([F:35])[CH:16]=2)=[N:6][C:7]([S:12][CH3:13])=[N:8][C:9]=1[NH:10][NH2:11])(=[O:3])[NH2:2].[CH:36]([O-])([O-])OC, predict the reaction product. The product is: [C:1]([C:4]1[C:9]2[N:8]([CH:36]=[N:11][N:10]=2)[C:7]([S:12][CH3:13])=[N:6][C:5]=1[NH:14][C:15]1[C:20]([F:21])=[CH:19][C:18]([N:22]2[CH2:23][CH2:24][N:25]([C:28]([O:30][C:31]([CH3:32])([CH3:34])[CH3:33])=[O:29])[CH2:26][CH2:27]2)=[C:17]([F:35])[CH:16]=1)(=[O:3])[NH2:2].